Dataset: Forward reaction prediction with 1.9M reactions from USPTO patents (1976-2016). Task: Predict the product of the given reaction. (1) Given the reactants [OH:1][B:2]1[C:6]2[CH:7]=[C:8]([O:11][C:12]3[CH:19]=[CH:18][C:15]([C:16]#[N:17])=[CH:14][CH:13]=3)[CH:9]=[CH:10][C:5]=2[CH2:4][O:3]1.CCO.C1COCC1.[ClH:28], predict the reaction product. The product is: [Cl-:28].[OH:1][B:2]1[C:6]2[CH:7]=[C:8]([O:11][C:12]3[CH:19]=[CH:18][C:15]([CH2:16][NH3+:17])=[CH:14][CH:13]=3)[CH:9]=[CH:10][C:5]=2[CH2:4][O:3]1. (2) Given the reactants [CH3:1][O:2][C:3]1[CH:29]=[CH:28][C:6]([CH2:7][O:8][C:9]([C:12]2[NH:16][N:15]=[C:14]([N:17]3[C:25](=[O:26])[C:24]4[C:19](=[CH:20][CH:21]=[CH:22][CH:23]=4)[C:18]3=[O:27])[CH:13]=2)([CH3:11])[CH3:10])=[CH:5][CH:4]=1.[H-].[Na+].Cl[CH:33]([F:35])[F:34].C(=O)([O-])O.[Na+], predict the reaction product. The product is: [F:34][CH:33]([F:35])[N:16]1[C:12]([C:9]([O:8][CH2:7][C:6]2[CH:5]=[CH:4][C:3]([O:2][CH3:1])=[CH:29][CH:28]=2)([CH3:11])[CH3:10])=[CH:13][C:14]([N:17]2[C:18](=[O:27])[C:19]3[C:24](=[CH:23][CH:22]=[CH:21][CH:20]=3)[C:25]2=[O:26])=[N:15]1. (3) The product is: [CH2:13]([O:19][C:20]1[CH:38]=[CH:37][C:23]([C:24]([NH:26][C:27]2[CH:28]=[CH:29][C:30]([C:33]([NH:35][N:36]=[C:5]3[C:4]4[C:8](=[CH:9][CH:10]=[C:2]([I:1])[CH:3]=4)[NH:7][C:6]3=[O:11])=[O:34])=[CH:31][CH:32]=2)=[O:25])=[CH:22][CH:21]=1)[CH2:14][CH2:15][CH2:16][CH2:17][CH3:18]. Given the reactants [I:1][C:2]1[CH:3]=[C:4]2[C:8](=[CH:9][CH:10]=1)[NH:7][C:6](=[O:11])[C:5]2=O.[CH2:13]([O:19][C:20]1[CH:38]=[CH:37][C:23]([C:24]([NH:26][C:27]2[CH:32]=[CH:31][C:30]([C:33]([NH:35][NH2:36])=[O:34])=[CH:29][CH:28]=2)=[O:25])=[CH:22][CH:21]=1)[CH2:14][CH2:15][CH2:16][CH2:17][CH3:18], predict the reaction product. (4) Given the reactants Cl.Cl.[NH:3]1[CH2:8][CH2:7][CH2:6][C@@H:5]([CH2:9][N:10]2[CH2:15][CH2:14][N:13]([C:16]([O:18][CH2:19][C:20]3[CH:25]=[CH:24][CH:23]=[CH:22][CH:21]=3)=[O:17])[CH2:12][CH2:11]2)[CH2:4]1.C(N([CH:32]([CH3:34])[CH3:33])CC)(C)C.C(OC1(O[Si](C)(C)C)CC1)C.C([BH3-])#N.[Na+], predict the reaction product. The product is: [CH:32]1([N:3]2[CH2:8][CH2:7][CH2:6][C@H:5]([CH2:9][N:10]3[CH2:11][CH2:12][N:13]([C:16]([O:18][CH2:19][C:20]4[CH:21]=[CH:22][CH:23]=[CH:24][CH:25]=4)=[O:17])[CH2:14][CH2:15]3)[CH2:4]2)[CH2:34][CH2:33]1. (5) Given the reactants [F:1][C:2]1[CH:7]=[CH:6][C:5]([C:8]2[N:12]=[C:11]([C:13]3[CH:18]=[CH:17][C:16]([F:19])=[CH:15][CH:14]=3)[NH:10][N:9]=2)=[CH:4][CH:3]=1.C([O-])([O-])=O.[K+].[K+].[CH3:26][O:27][C:28](=[O:31])[CH2:29]Br, predict the reaction product. The product is: [CH3:26][O:27][C:28](=[O:31])[CH2:29][N:9]1[C:8]([C:5]2[CH:4]=[CH:3][C:2]([F:1])=[CH:7][CH:6]=2)=[N:12][C:11]([C:13]2[CH:18]=[CH:17][C:16]([F:19])=[CH:15][CH:14]=2)=[N:10]1. (6) Given the reactants C(OC(=O)[NH:7][CH2:8][CH2:9][NH:10][CH2:11][CH2:12][C:13]1[N:22]=[C:21]([C:23]([NH:25][CH2:26][C:27]2[CH:32]=[CH:31][C:30]([F:33])=[CH:29][CH:28]=2)=[O:24])[C:20]([OH:34])=[C:19]2[C:14]=1[CH:15]=[CH:16][CH:17]=[N:18]2)(C)(C)C.C(NCC)(C)C.[Cl:42][CH2:43][C:44](Cl)=[O:45], predict the reaction product. The product is: [F:33][C:30]1[CH:29]=[CH:28][C:27]([CH2:26][NH:25][C:23]([C:21]2[C:20]([OH:34])=[C:19]3[C:14]([CH:15]=[CH:16][CH:17]=[N:18]3)=[C:13]([CH2:12][CH2:11][N:10]([CH2:9][CH2:8][NH2:7])[C:44](=[O:45])[CH2:43][Cl:42])[N:22]=2)=[O:24])=[CH:32][CH:31]=1. (7) Given the reactants C([O:3][CH:4](OCC)[C:5]1[O:9][CH:8]=[C:7](Br)[CH:6]=1)C.[B:14](OC(C)C)([O:19]C(C)C)[O:15]C(C)C.C([Mg]Br)(C)C.CC(CC(C)=O)C, predict the reaction product. The product is: [CH:4]([C:5]1[O:9][CH:8]=[C:7]([B:14]([OH:19])[OH:15])[CH:6]=1)=[O:3]. (8) Given the reactants [OH-].[K+].C([O:5][C:6]([C:8]1[CH:12]=[C:11]([C:13]2[CH:18]=[CH:17][CH:16]=[CH:15][CH:14]=2)[S:10][C:9]=1[Br:19])=[O:7])C, predict the reaction product. The product is: [Br:19][C:9]1[S:10][C:11]([C:13]2[CH:14]=[CH:15][CH:16]=[CH:17][CH:18]=2)=[CH:12][C:8]=1[C:6]([OH:7])=[O:5]. (9) The product is: [I:1][C:2]1[CH:9]=[CH:8][C:5]([CH2:6][C:10](=[O:12])[CH3:11])=[CH:4][CH:3]=1. Given the reactants [I:1][C:2]1[CH:9]=[CH:8][C:5]([CH:6]=O)=[CH:4][CH:3]=1.[C:10]([O-])(=[O:12])[CH3:11].[NH4+], predict the reaction product. (10) Given the reactants [N:1]1[CH:6]=[C:5]([C:7]([OH:9])=O)[CH:4]=[N:3][CH:2]=1.CN(C(ON1N=NC2C=CC=NC1=2)=[N+](C)C)C.F[P-](F)(F)(F)(F)F.CN1CCOCC1.[N:41]1([S:47]([CH2:50][CH2:51][CH2:52][O:53][C:54]2[CH:55]=[CH:56][C:57]3[C:58]4[N:59]([CH2:65][CH2:66][N:67]=4)[C:60]([NH2:64])=[N:61][C:62]=3[CH:63]=2)(=[O:49])=[O:48])[CH2:46][CH2:45][O:44][CH2:43][CH2:42]1, predict the reaction product. The product is: [N:41]1([S:47]([CH2:50][CH2:51][CH2:52][O:53][C:54]2[CH:55]=[CH:56][C:57]3[C:58]4[N:59]([CH2:65][CH2:66][N:67]=4)[C:60]([NH:64][C:7]([C:5]4[CH:4]=[N:3][CH:2]=[N:1][CH:6]=4)=[O:9])=[N:61][C:62]=3[CH:63]=2)(=[O:48])=[O:49])[CH2:46][CH2:45][O:44][CH2:43][CH2:42]1.